This data is from Retrosynthesis with 50K atom-mapped reactions and 10 reaction types from USPTO. The task is: Predict the reactants needed to synthesize the given product. (1) Given the product CC(C)(C)[SiH2]OC(C)(C)C(CO[Si](C)(C)C(C)(C)C)COS(C)(=O)=O, predict the reactants needed to synthesize it. The reactants are: CC(C)(C)[SiH2]OC(C)(C)C(CO)CO[Si](C)(C)C(C)(C)C.CS(=O)(=O)Cl. (2) Given the product CC(C)CN1C(=O)c2c(F)ccc(F)c2C1O, predict the reactants needed to synthesize it. The reactants are: CC(C)CN1C(=O)c2c(F)ccc(F)c2C1=O. (3) The reactants are: COC(=O)C(C)(C)CC(=O)CSC(C)(C)C.COc1cccc(NN)c1. Given the product COC(=O)C(C)(C)Cc1[nH]c2cc(OC)ccc2c1SC(C)(C)C, predict the reactants needed to synthesize it.